From a dataset of Full USPTO retrosynthesis dataset with 1.9M reactions from patents (1976-2016). Predict the reactants needed to synthesize the given product. (1) Given the product [F:3][C:4]1[CH:31]=[CH:30][C:7]([CH2:8][CH:9]2[CH2:14][CH2:13][N:12]([C:15](=[O:29])[C:16]([NH:18][C:19]3[CH:28]=[CH:27][C:22]4[NH:23][C:24](=[O:26])[O:25][C:21]=4[CH:20]=3)=[O:17])[CH2:11][CH2:10]2)=[CH:6][CH:5]=1, predict the reactants needed to synthesize it. The reactants are: O.O.[F:3][C:4]1[CH:31]=[CH:30][C:7]([CH2:8][CH:9]2[CH2:14][CH2:13][N:12]([C:15](=[O:29])[C:16]([NH:18][C:19]3[CH:28]=[CH:27][C:22]4[NH:23][C:24](=[O:26])[O:25][C:21]=4[CH:20]=3)=[O:17])[CH2:11][CH2:10]2)=[CH:6][CH:5]=1. (2) Given the product [CH3:26][O:25][C:23]1[CH:22]=[CH:21][C:17]2[C:18](=[O:19])[C:6]3[C:7]4[CH:12]=[CH:11][CH:10]=[CH:9][C:8]=4[O:4][C:5]=3[C:13]3([C:16]=2[CH:24]=1)[CH2:15][CH2:14]3, predict the reactants needed to synthesize it. The reactants are: C(Cl)Cl.[O:4]1[C:8]2[CH:9]=[CH:10][CH:11]=[CH:12][C:7]=2[CH:6]=[C:5]1[C:13]1([C:16]2[CH:24]=[C:23]([O:25][CH3:26])[CH:22]=[CH:21][C:17]=2[C:18](O)=[O:19])[CH2:15][CH2:14]1.FC(F)(F)C(OC(=O)C(F)(F)F)=O. (3) Given the product [CH3:26][O:25][C:22]1[CH:21]=[CH:20][C:19]([C:18]2[C:11]3[C:10]([O:9][CH2:8][CH2:7][CH2:6][O:5][CH2:4][CH2:3][C:1]4[NH:39][N:38]=[N:37][N:2]=4)=[N:15][CH:14]=[N:13][C:12]=3[O:16][C:17]=2[C:27]2[CH:32]=[CH:31][CH:30]=[CH:29][CH:28]=2)=[CH:24][CH:23]=1, predict the reactants needed to synthesize it. The reactants are: [C:1]([CH2:3][CH2:4][O:5][CH2:6][CH2:7][CH2:8][O:9][C:10]1[C:11]2[C:18]([C:19]3[CH:24]=[CH:23][C:22]([O:25][CH3:26])=[CH:21][CH:20]=3)=[C:17]([C:27]3[CH:32]=[CH:31][CH:30]=[CH:29][CH:28]=3)[O:16][C:12]=2[N:13]=[CH:14][N:15]=1)#[N:2].C[Si]([N:37]=[N+:38]=[N-:39])(C)C.C([Sn](=O)CCCC)CCC.C(O)CO. (4) Given the product [Cl:34][C:32]1[CH:33]=[C:28]([CH:29]=[C:30]([Cl:35])[CH:31]=1)[CH2:27][NH:26][C:24](=[O:25])[CH:20]([CH3:19])[C:21]([NH:1][CH:2]1[C:8](=[O:9])[N:7]([CH3:10])[C:6]2[CH:11]=[CH:12][CH:13]=[CH:14][C:5]=2[C:4]2[CH:15]=[CH:16][CH:17]=[CH:18][C:3]1=2)=[O:22], predict the reactants needed to synthesize it. The reactants are: [NH2:1][CH:2]1[C:8](=[O:9])[N:7]([CH3:10])[C:6]2[CH:11]=[CH:12][CH:13]=[CH:14][C:5]=2[C:4]2[CH:15]=[CH:16][CH:17]=[CH:18][C:3]1=2.[CH3:19][CH:20]([C:24]([NH:26][CH2:27][C:28]1[CH:33]=[C:32]([Cl:34])[CH:31]=[C:30]([Cl:35])[CH:29]=1)=[O:25])[C:21](O)=[O:22]. (5) Given the product [NH2:1][C:19]1[CH:20]=[C:21]([CH:24]=[CH:25][C:18]=1[S:15]([CH2:13][CH3:14])(=[O:17])=[O:16])[C:22]#[N:23], predict the reactants needed to synthesize it. The reactants are: [NH2:1]C1C=C(C=CC=1SCC)C#N.[CH2:13]([S:15]([C:18]1[CH:25]=[CH:24][C:21]([C:22]#[N:23])=[CH:20][C:19]=1C)(=[O:17])=[O:16])[CH3:14]. (6) Given the product [Br:31][C:21]1[CH:22]=[CH:23][C:18]([N:9]([C:3]2[CH:4]=[CH:5][C:6]([CH3:8])=[CH:7][C:2]=2[CH3:1])[C:10]2[CH:15]=[CH:14][C:13]([CH3:16])=[CH:12][C:11]=2[CH3:17])=[CH:19][CH:20]=1, predict the reactants needed to synthesize it. The reactants are: [CH3:1][C:2]1[CH:7]=[C:6]([CH3:8])[CH:5]=[CH:4][C:3]=1[N:9]([C:18]1[CH:23]=[CH:22][CH:21]=[CH:20][CH:19]=1)[C:10]1[CH:15]=[CH:14][C:13]([CH3:16])=[CH:12][C:11]=1[CH3:17].C1C(=O)N([Br:31])C(=O)C1. (7) The reactants are: [F:1][CH:2]([F:14])[O:3][C:4]1[CH:9]=[C:8]([N+:10]([O-:12])=[O:11])[CH:7]=[CH:6][C:5]=1F.[O:15]1[CH2:18][CH:17]([N:19]2[CH2:24][CH2:23][NH:22][CH2:21][CH2:20]2)[CH2:16]1.C(=O)([O-])[O-].[K+].[K+]. Given the product [F:1][CH:2]([F:14])[O:3][C:4]1[CH:9]=[C:8]([N+:10]([O-:12])=[O:11])[CH:7]=[CH:6][C:5]=1[N:22]1[CH2:23][CH2:24][N:19]([CH:17]2[CH2:18][O:15][CH2:16]2)[CH2:20][CH2:21]1, predict the reactants needed to synthesize it.